From a dataset of NCI-60 drug combinations with 297,098 pairs across 59 cell lines. Regression. Given two drug SMILES strings and cell line genomic features, predict the synergy score measuring deviation from expected non-interaction effect. Synergy scores: CSS=36.2, Synergy_ZIP=-4.00, Synergy_Bliss=-5.15, Synergy_Loewe=-12.8, Synergy_HSA=-3.74. Cell line: NCIH23. Drug 1: CC1=C(C(=CC=C1)Cl)NC(=O)C2=CN=C(S2)NC3=CC(=NC(=N3)C)N4CCN(CC4)CCO. Drug 2: C#CCC(CC1=CN=C2C(=N1)C(=NC(=N2)N)N)C3=CC=C(C=C3)C(=O)NC(CCC(=O)O)C(=O)O.